This data is from Forward reaction prediction with 1.9M reactions from USPTO patents (1976-2016). The task is: Predict the product of the given reaction. (1) Given the reactants [CH2:1]([C:5]1[C:9](/[CH:10]=[CH:11]/[C:12]2[S:13][C:14]([C:18]([OH:20])=O)=[C:15]([CH3:17])[N:16]=2)=[C:8]([CH3:21])[O:7][N:6]=1)[CH2:2][CH2:3][CH3:4].F[B-](F)(F)F.N1(OC(N(C)C)=[N+](C)C)C2C=CC=CC=2N=N1.C(N(CC)C(C)C)(C)C.[CH3:53][N:54]([CH3:56])[NH2:55], predict the reaction product. The product is: [CH3:53][N:54]([CH3:56])[NH:55][C:18]([C:14]1[S:13][C:12](/[CH:11]=[CH:10]/[C:9]2[C:5]([CH2:1][CH2:2][CH2:3][CH3:4])=[N:6][O:7][C:8]=2[CH3:21])=[N:16][C:15]=1[CH3:17])=[O:20]. (2) Given the reactants [NH2:1][C:2]1[C:10]([NH2:11])=[CH:9][C:8]([C:12]2[C:13]([CH3:18])=[N:14][O:15][C:16]=2[CH3:17])=[CH:7][C:3]=1[C:4]([OH:6])=O.CN([C:22]([O:26][N:27]1N=NC2C=CC=N[C:28]1=2)=[N+](C)C)C.F[P-](F)(F)(F)(F)F.CCN(C(C)C)C(C)C.Cl.CNOC, predict the reaction product. The product is: [NH2:1][C:2]1[C:10]([NH2:11])=[CH:9][C:8]([C:12]2[C:13]([CH3:18])=[N:14][O:15][C:16]=2[CH3:17])=[CH:7][C:3]=1[C:4]([N:27]([O:26][CH3:22])[CH3:28])=[O:6].